From a dataset of NCI-60 drug combinations with 297,098 pairs across 59 cell lines. Regression. Given two drug SMILES strings and cell line genomic features, predict the synergy score measuring deviation from expected non-interaction effect. Drug 1: C1CCC(C1)C(CC#N)N2C=C(C=N2)C3=C4C=CNC4=NC=N3. Drug 2: CS(=O)(=O)C1=CC(=C(C=C1)C(=O)NC2=CC(=C(C=C2)Cl)C3=CC=CC=N3)Cl. Cell line: EKVX. Synergy scores: CSS=11.2, Synergy_ZIP=-2.68, Synergy_Bliss=-0.803, Synergy_Loewe=-2.73, Synergy_HSA=0.413.